The task is: Predict the reactants needed to synthesize the given product.. This data is from Full USPTO retrosynthesis dataset with 1.9M reactions from patents (1976-2016). (1) Given the product [N:1]1[CH:6]=[CH:5][C:4]([N:7]2[CH2:12][CH2:11][CH:10]([C:13]([Cl:18])=[O:15])[CH2:9][CH2:8]2)=[CH:3][CH:2]=1, predict the reactants needed to synthesize it. The reactants are: [N:1]1[CH:6]=[CH:5][C:4]([N:7]2[CH2:12][CH2:11][CH:10]([C:13]([OH:15])=O)[CH2:9][CH2:8]2)=[CH:3][CH:2]=1.S(Cl)([Cl:18])=O. (2) The reactants are: [Cl:1][C:2]1[CH:9]=[C:8]([N:10]2[CH2:14][C:13]([C:19]3[CH:24]=[C:23]([Cl:25])[CH:22]=[C:21]([Cl:26])[CH:20]=3)([C:15]([F:18])([F:17])[F:16])[O:12][C:11]2=[O:27])[CH:7]=[CH:6]C=1C=O.Cl.F[C:30](F)(F)[CH2:31][NH:32][NH:33][C:34]([NH2:36])=[O:35]. Given the product [Cl:1][C:2]1[CH:9]=[C:8]([N:10]2[CH2:14][C:13]([C:19]3[CH:24]=[C:23]([Cl:25])[CH:22]=[C:21]([Cl:26])[CH:20]=3)([C:15]([F:16])([F:18])[F:17])[O:12][C:11]2=[O:27])[CH:7]=[CH:6][C:30]=1/[CH:31]=[N:32]/[NH:33][C:34]([NH:36][CH2:13][C:15]([F:18])([F:17])[F:16])=[O:35], predict the reactants needed to synthesize it. (3) Given the product [Cl:64][C:62]1[CH:61]=[C:60]([C@@H:65]2[O:70][CH2:69][CH2:68][NH:67][CH2:66]2)[CH:59]=[C:58]([Cl:57])[CH:63]=1, predict the reactants needed to synthesize it. The reactants are: FC1C=CC(S(N(S(C2C=CC(N3CC[C@@H](O)C3=O)=CC=2)(=O)=O)C2SC=CN=2)(=O)=O)=CC=1.C(N(CC)C(C)C)(C)C.S(OS(C(F)(F)F)(=O)=O)(C(F)(F)F)(=O)=O.[Cl:57][C:58]1[CH:59]=[C:60]([CH:65]2[O:70][CH2:69][CH2:68][NH:67][CH2:66]2)[CH:61]=[C:62]([Cl:64])[CH:63]=1. (4) Given the product [CH3:24][O:23][N:20]1[CH2:21][CH2:22][C:17]([S:32][CH2:31][C:30]2[CH:43]=[CH:44][C:27]([O:26][CH3:25])=[CH:28][CH:29]=2)([C:15]([OH:14])=[O:16])[CH2:18][CH2:19]1, predict the reactants needed to synthesize it. The reactants are: C(NC(C)C)(C)C.C([Li])CCC.C[O:14][C:15]([CH:17]1[CH2:22][CH2:21][N:20]([O:23][CH3:24])[CH2:19][CH2:18]1)=[O:16].[CH3:25][O:26][C:27]1[CH:44]=[CH:43][C:30]([CH2:31][S:32][S:32][CH2:31][C:30]2[CH:43]=[CH:44][C:27]([O:26][CH3:25])=[CH:28][CH:29]=2)=[CH:29][CH:28]=1. (5) Given the product [CH3:34][NH:35][CH2:32][C:22]1[CH:21]=[C:20]2[C:25](=[N:24][C:23]=1[C:26]1[CH:31]=[CH:30][CH:29]=[CH:28][CH:27]=1)[N:16]([C:14]1[CH:13]=[CH:12][N:11]=[C:10]([NH:9][CH2:1][CH2:2][C:3]3[CH:8]=[CH:7][CH:6]=[CH:5][CH:4]=3)[N:15]=1)[CH2:17][CH2:18][CH2:19]2, predict the reactants needed to synthesize it. The reactants are: [CH2:1]([NH:9][C:10]1[N:15]=[C:14]([N:16]2[C:25]3[N:24]=[C:23]([C:26]4[CH:31]=[CH:30][CH:29]=[CH:28][CH:27]=4)[C:22]([CH:32]=O)=[CH:21][C:20]=3[CH2:19][CH2:18][CH2:17]2)[CH:13]=[CH:12][N:11]=1)[CH2:2][C:3]1[CH:8]=[CH:7][CH:6]=[CH:5][CH:4]=1.[CH3:34][NH2:35].[BH-](OC(C)=O)(OC(C)=O)OC(C)=O.[Na+]. (6) Given the product [F:27][C:28]1[CH:34]=[C:33]([I:35])[CH:32]=[CH:31][C:29]=1[NH:30][C:12]1[C:17]([C:18]([OH:20])=[O:19])=[CH:16][C:15]([C:21]2[CH:26]=[CH:25][CH:24]=[CH:23][CH:22]=2)=[N:14][CH:13]=1, predict the reactants needed to synthesize it. The reactants are: C[Si]([N-][Si](C)(C)C)(C)C.[Li+].F[C:12]1[C:17]([C:18]([OH:20])=[O:19])=[CH:16][C:15]([C:21]2[CH:26]=[CH:25][CH:24]=[CH:23][CH:22]=2)=[N:14][CH:13]=1.[F:27][C:28]1[CH:34]=[C:33]([I:35])[CH:32]=[CH:31][C:29]=1[NH2:30]. (7) Given the product [OH:2][C:3]1[CH:4]=[CH:5][C:6]([CH:9]=[CH:10][C:11]([C:13]2[CH:14]=[CH:15][CH:16]=[CH:17][CH:18]=2)=[O:12])=[CH:7][CH:8]=1, predict the reactants needed to synthesize it. The reactants are: C[O:2][C:3]1[CH:8]=[CH:7][C:6]([CH:9]=[CH:10][C:11]([C:13]2[CH:18]=[CH:17][CH:16]=[CH:15][CH:14]=2)=[O:12])=[CH:5][CH:4]=1.[C-]#N.[Na+].C(Cl)(Cl)Cl.O. (8) Given the product [Br:17][C:14]1[N:13]2[N:18]=[CH:19][N:20]=[C:12]2[C:11]([NH:10][C:7]2[CH:6]=[CH:5][C:4]([C:3]([OH:21])=[O:2])=[CH:9][CH:8]=2)=[N:16][CH:15]=1, predict the reactants needed to synthesize it. The reactants are: C[O:2][C:3](=[O:21])[C:4]1[CH:9]=[CH:8][C:7]([NH:10][C:11]2[C:12]3[N:13]([N:18]=[CH:19][N:20]=3)[C:14]([Br:17])=[CH:15][N:16]=2)=[CH:6][CH:5]=1.O.[OH-].[Li+].CO. (9) Given the product [F:1][C:2]1[CH:3]=[C:4]([NH:10][C:11]2[N:26]=[CH:25][CH:24]=[CH:23][C:12]=2[C:13]([NH:15][C:16]2[CH:21]=[CH:20][C:19]([F:22])=[CH:18][CH:17]=2)=[O:14])[CH:5]=[CH:6][C:7]=1[OH:8], predict the reactants needed to synthesize it. The reactants are: [F:1][C:2]1[CH:3]=[C:4]([NH:10][C:11]2[N:26]=[CH:25][CH:24]=[CH:23][C:12]=2[C:13]([NH:15][C:16]2[CH:21]=[CH:20][C:19]([F:22])=[CH:18][CH:17]=2)=[O:14])[CH:5]=[CH:6][C:7]=1[O:8]C.B(Br)(Br)Br.